Dataset: Catalyst prediction with 721,799 reactions and 888 catalyst types from USPTO. Task: Predict which catalyst facilitates the given reaction. (1) Reactant: [CH3:1][NH2:2].C([O-])([O-])=O.[Na+].[Na+].[Br:9][C:10]1[CH:15]=[CH:14][C:13]([C:16]2[CH:21]=[CH:20][C:19]([Br:22])=[CH:18][C:17]=2[CH2:23]Br)=[C:12]([CH2:25]Br)[CH:11]=1. Product: [Br:9][C:10]1[CH:15]=[CH:14][C:13]2[C:16]3[CH:21]=[CH:20][C:19]([Br:22])=[CH:18][C:17]=3[CH2:23][N:2]([CH3:1])[CH2:25][C:12]=2[CH:11]=1. The catalyst class is: 1. (2) Reactant: C(=O)([O-])[O-].[K+].[K+].[OH:7][C:8]1[CH:17]=[C:16]([OH:18])[C:15]([S:19](=[O:26])(=[O:25])[N:20]([CH3:24])[CH2:21][CH2:22][CH3:23])=[CH:14][C:9]=1[C:10]([O:12][CH3:13])=[O:11].[CH2:27](Br)[C:28]1[CH:33]=[CH:32][CH:31]=[CH:30][CH:29]=1. Product: [CH2:27]([O:7][C:8]1[CH:17]=[C:16]([O:18][CH2:10][C:9]2[CH:14]=[CH:15][CH:16]=[CH:17][CH:8]=2)[C:15]([S:19](=[O:26])(=[O:25])[N:20]([CH3:24])[CH2:21][CH2:22][CH3:23])=[CH:14][C:9]=1[C:10]([O:12][CH3:13])=[O:11])[C:28]1[CH:33]=[CH:32][CH:31]=[CH:30][CH:29]=1. The catalyst class is: 10. (3) Reactant: [F:1][C:2]1[CH:7]=[CH:6][CH:5]=[CH:4][C:3]=1[CH2:8][C:9]([O:11]CC)=[O:10].[H-].[Na+].[CH:16]1(Br)[CH2:20][CH2:19][CH2:18][CH2:17]1. Product: [CH:16]1([CH:8]([C:3]2[CH:4]=[CH:5][CH:6]=[CH:7][C:2]=2[F:1])[C:9]([OH:11])=[O:10])[CH2:20][CH2:19][CH2:18][CH2:17]1. The catalyst class is: 3. (4) Reactant: [OH:1][CH2:2][CH2:3][CH2:4][CH2:5][CH2:6][CH2:7][CH2:8][C:9]1[CH2:11][CH:10]=1.C(N(CC)CC)C.[CH3:19][S:20](Cl)(=[O:22])=[O:21]. Product: [CH3:19][S:20]([O:1][CH2:2][CH2:3][CH2:4][CH2:5][CH2:6][CH2:7][CH2:8][C:9]1[CH2:11][CH:10]=1)(=[O:22])=[O:21]. The catalyst class is: 28. (5) Reactant: Br[C:2]1[CH:3]=[C:4]([O:18][S:19]([C:22]2[CH:27]=[CH:26][CH:25]=[CH:24][CH:23]=2)(=[O:21])=[O:20])[CH:5]=[C:6]2[C:10]=1[NH:9][CH:8]=[C:7]2[C:11]1[CH:16]=[CH:15][N:14]([CH3:17])[CH2:13][CH:12]=1.[CH:28]([Sn](CCCC)(CCCC)CCCC)=[CH2:29].C(OCC)(=O)C. Product: [CH:28]([C:2]1[CH:3]=[C:4]([O:18][S:19]([C:22]2[CH:27]=[CH:26][CH:25]=[CH:24][CH:23]=2)(=[O:21])=[O:20])[CH:5]=[C:6]2[C:10]=1[NH:9][CH:8]=[C:7]2[CH:11]1[CH2:12][CH2:13][N:14]([CH3:17])[CH2:15][CH2:16]1)=[CH2:29]. The catalyst class is: 109. (6) Reactant: C([O:5][C:6](=[O:39])[C:7]1[CH:12]=[CH:11][CH:10]=[C:9]([CH2:13][CH:14]([NH:28][C:29](=[O:38])[CH2:30][CH2:31][CH2:32][NH:33][S:34]([CH3:37])(=[O:36])=[O:35])[B:15]2[O:23]C3C(C)(C4CC(C3)C4(C)C)[O:16]2)[CH:8]=1)(C)(C)C.B(Br)(Br)Br. Product: [OH:23][B:15]1[C@@H:14]([NH:28][C:29](=[O:38])[CH2:30][CH2:31][CH2:32][NH:33][S:34]([CH3:37])(=[O:35])=[O:36])[CH2:13][C:9]2[CH:10]=[CH:11][CH:12]=[C:7]([C:6]([OH:5])=[O:39])[C:8]=2[O:16]1. The catalyst class is: 4. (7) Reactant: [CH3:1][N:2]([CH3:19])[C:3]1([C:13]2[CH:18]=[CH:17][CH:16]=[CH:15][CH:14]=2)[CH2:12][CH2:11][C:6]2(OCC[O:7]2)[CH2:5][CH2:4]1. Product: [CH3:1][N:2]([CH3:19])[C:3]1([C:13]2[CH:14]=[CH:15][CH:16]=[CH:17][CH:18]=2)[CH2:12][CH2:11][C:6](=[O:7])[CH2:5][CH2:4]1. The catalyst class is: 33. (8) Reactant: [C:1]([C:3]1[CH:15]=[C:14]2[C:6]([C:7]3[C:8](=[O:30])[C:9]4[CH:21]=[CH:20][C:19](OS(C(F)(F)F)(=O)=O)=[CH:18][C:10]=4[C:11]([CH3:17])([CH3:16])[C:12]=3[NH:13]2)=[CH:5][CH:4]=1)#[N:2].[CH:31]([N:34]1[CH2:39][CH2:38][NH:37][CH2:36][CH2:35]1)([CH3:33])[CH3:32]. Product: [CH:31]([N:34]1[CH2:39][CH2:38][N:37]([C:19]2[CH:20]=[CH:21][C:9]3[C:8](=[O:30])[C:7]4[C:6]5[C:14](=[CH:15][C:3]([C:1]#[N:2])=[CH:4][CH:5]=5)[NH:13][C:12]=4[C:11]([CH3:16])([CH3:17])[C:10]=3[CH:18]=2)[CH2:36][CH2:35]1)([CH3:33])[CH3:32]. The catalyst class is: 37. (9) Reactant: [NH2:1][CH2:2][C:3]1[N:4]=[N:5][N:6]([C:8]2[CH:13]=[CH:12][C:11]([N:14]3[CH2:19][CH2:18][S:17](=[NH:20])[CH2:16][CH2:15]3)=[C:10]([F:21])[CH:9]=2)[CH:7]=1.[C:22](=O)(O)[O-:23].[Na+].[C:27](Cl)(Cl)=[S:28]. Product: [CH3:22][O:23][C:27](=[S:28])[NH:1][CH2:2][C:3]1[N:4]=[N:5][N:6]([C:8]2[CH:13]=[CH:12][C:11]([N:14]3[CH2:15][CH2:16][S:17](=[NH:20])[CH2:18][CH2:19]3)=[C:10]([F:21])[CH:9]=2)[CH:7]=1. The catalyst class is: 789. (10) Reactant: CS(O[CH2:6][C@@H:7]([NH:26][C:27]([O:29][C:30]([CH3:33])([CH3:32])[CH3:31])=[O:28])[C@H:8]([O:18][Si:19]([C:22]([CH3:25])([CH3:24])[CH3:23])([CH3:21])[CH3:20])[C@H:9]([CH2:14][N:15]=[N+]=[N-])[C:10]([F:13])([F:12])[F:11])(=O)=O.N#N.CCN(C(C)C)C(C)C. Product: [Si:19]([O:18][C@@H:8]1[C@@H:9]([C:10]([F:12])([F:13])[F:11])[CH2:14][NH:15][CH2:6][C@H:7]1[NH:26][C:27](=[O:28])[O:29][C:30]([CH3:32])([CH3:31])[CH3:33])([C:22]([CH3:25])([CH3:24])[CH3:23])([CH3:21])[CH3:20]. The catalyst class is: 19.